This data is from B-cell epitopes from IEDB database with 3,159 antigens for binding position prediction. The task is: Token-level Classification. Given an antigen amino acid sequence, predict which amino acid positions are active epitope sites capable of antibody binding. Output is a list of indices for active positions. (1) Given the antigen sequence: MSSSPVKRQRMESALDQLKQFTTVVADTGDFHAIDEYKPQDATTNPSLILAAAQMPAYQELVEEAIAYGRKLGGSQEDQIKNAIDKLFVLFGAEILKKIPGRVSTEVDARLSFDKDAMVARARRLIELYKEAGISKDRILIKLSSTWEGIQAGKELEEQHGIHCNMTLLFSFAQAVACAEAGVTLISPFVGRILDWHVANTDKKSYEPLEDPGVKSVTKIYNYYKKFSYKTIVMGASFRNTGEIKALAGCDFLTISPKLLGELLQDNAKLVPVLSAKAAQASDLEKIHLDEKSFRWLHNEDQMAVEKLSDGIRKFAADAVKLERMLTERMFNAENGK, which amino acid positions are active epitope sites? The epitope positions are: [12, 13, 14, 15, 16, 17, 18, 19, 20, 21, 22, 23, 24, 25, 26]. The amino acids at these positions are: SALDQLKQFTTVVAD. (2) Given the antigen sequence: SVTEEIAEEDKSVIEEAVEKQGSVTEEIVEEEELDTEEVLEDKSVTGDVVEQEGSVKDESEAKESFTEEVDELKSVKEEDQETEYISREIEEESATEQHSEQELSINKEVVETESLTKDIEEEKSTTQEILEETQSVNEEIVEEERDTDEVLKK, which amino acid positions are active epitope sites? The epitope positions are: [0, 1, 2, 3, 4, 5, 6, 7, 8, 9, 10, 11, 12, 13, 14, 15, 16, 17]. The amino acids at these positions are: SVTEEIAEEDKSVIEEAV. (3) The epitope positions are: [157, 158, 159, 160, 161, 162, 163, 164, 165, 166, 167, 168, 169, 170, 171, 172]. The amino acids at these positions are: FSPSLEHPIVVSGSWD. Given the antigen sequence: MNYEGHLKGHRGWVTSLACPQQAGSYIKVVSTSRDGTAISWKANPDRHSVDSDYGLPNHRLEGHTGFVSCVSLAHATDYALTASWDRSIRMWDLRNGQCQRKFLKHTKDVLAVAFSPDDRLIVSAGRDNVIRVWNVAGECMHEFLRDGHEDWVSSICFSPSLEHPIVVSGSWDNTIKVWNVNGGKCERTLKGHSNYVSTVTVSPDGSLCASGGKDGAALLWDLSTGEQLFKINVESPINQIAFSPNRFWMCVATERSLSVYDLESKAVIAELTPDGAKPSECISIAWSADGNTLYSGHKDNLIRVWSISDAE, which amino acid positions are active epitope sites? (4) Given the antigen sequence: MASGSVAECLQQETTCPVCLQYFAEPMMLDCGHNICCACLARCWGTAETNVSCPQCRETFPQRHMRPNRHLANVTQLVKQLRTERPSGPGGEMGVCEKHREPLKLYCEEDQMPICVVCDRSREHRGHSVLPLEEAVEGFKEQIQNQLDHLKRVKDLKKRRRAQGEQARAELLSLTQMEREKIVWEFEQLYHSLKEHEYRLLARLEELDLAIYNSINGAITQFSCNISHLSSLIAQLEEKQQQPTRELLQDIGDTLSRAERIRIPEPWITPPDLQEKIHIFAQKCLFLTESLKQFTEKMQSDMEKIQELREAQLYSVDVTLDPDTAYPSLILSDNLRQVRYSYLQQDLPDNPERFNLFPCVLGSPCFIAGRHYWEVEVGDKAKWTIGVCEDSVCRKGGVTSAPQNGFWAVSLWYGKEYWALTSPMTALPLRTPLQRVGIFLDYDAGEVSFYNVTERCHTFTFSHATFCGPVRPYFSLSYSGGKSAAPLIICPMSGIDGFSG..., which amino acid positions are active epitope sites? The epitope positions are: [147, 148, 149, 150, 151, 152, 153, 154, 155, 156, 157, 158, 159, 160, 161, 162]. The amino acids at these positions are: DHLKRVKDLKKRRRAQ. (5) Given the antigen sequence: MARPVKRQAPQGAPAEEIKEEHLLAFIAKKEYNDDNKCKKRLEEYCEELKKADEKLENVDKKVKGLCEGKEKKCGELKDKVDEELDNFDTELEGASADIKDDECEKHEEKCILLEETDHNDIKENCVKLREGCYELKRKRVAEELLFRALGKEAKDKCEEKMKTVCLVLSREGDELMSFCLDPSGTCKELKKLVEVCRPLQTKLNEKSSEKDCHERLEKCHFYKEACDKTNCEEDMKQCKGKGFTYKAPESDSSPVKPKPSLLRSIGLEDVYKKAEKEGIIIGKSGVDLPRKSGTNFLQDLLLLLSRDENVKEPKKKCEKALGKCKDLSDLDHNFKELCKNETTKTEKCEKLLDVKERCTKLKLNLYVKGLSTKYNEKEKSELLFWRKLPTLFTKGECAELESECFYLENACNNKIDEACQNLRTACYKKGQDRMLNKFFQKELRGNLGLVRYRSDPGDCKKYVVGNCTKLDKKYLPRCLYPKELCYAVSNDIFLQSKEL..., which amino acid positions are active epitope sites? The epitope positions are: [184, 185, 186, 187, 188, 189, 190, 191, 192]. The amino acids at these positions are: GTCKELKKL. (6) Given the antigen sequence: MNQKIVVISSFYMLGAHSFSKAVYHNDRSVKLMKRIDINHQAQRFSIRKYAFGAASVLIGCVFFLGTQNVSAQEQGTQLPASENAVVNVAENSVAISQAVADKAATQTTLTETPQVEVEEKESKVNAPALNVDDKGAKSKEDVNPTISKTASEVEASAVTATDTKNSNPQVNVETDSSEKDENKMVTSAPAKETEAEQNEKAVRENLMCRQAKAVSIPSQGNYVFQETTPVKNAASMSSPTQFNFDKGDKVFYDNVLEADGHQWISYVSYSGIRRYAPIAVTIEELKQKEIVQQNLPAQGTYHFTKQQSLKMKLNCLVRPNSRFTTEITFFMIRF, which amino acid positions are active epitope sites? The epitope positions are: [166, 167, 168, 169, 170, 171, 172, 173, 174, 175, 176, 177, 178, 179, 180, 181]. The amino acids at these positions are: SNPQVNVETDSSEKDE. (7) The epitope positions are: [1619, 1620, 1621, 1622, 1623, 1624, 1625, 1626, 1627, 1628, 1629, 1630, 1631, 1632, 1633]. The amino acids at these positions are: VKEGPYEGPVKKPVA. Given the antigen sequence: MDTTDCFVALIHIFREIKALFLSRTQGKMEFTLHNGEKKTFYSRPNNHDNCWLNTILQLFRYVDEPFFDWVYDSPENLTLEAIRQLEEVTGLELHEGGPPALVIWNIKHLLHTGVGTASRPSEVCMVDGTDMCLADFHAGIFLKGQEHAVFACVTSNGWYAIDDEDFYPWTPDPSDVLVFVPYDQEPLNGEWKAKVQKRLKGAGQSSPATGSQNQSGNTGSIINNYYMQQYQNSMDTQLGDNAISGGSNEGSTDTTSTHTNNTQNNDWFSRLASSAFSGLFGALLADKKTEETTLLEDRILTTRNGHTTSTTQSSVGVTYGYAVAEDAVSGPNTSGLETRVTQAERFFKKHLFDWTPDLSFGHCHYLELPSEHKGVFGSLMSSYAYMRNGWDVEVTAVGNQFNGGCLLVALVPELKELDTRQKYQLTLFPHQFINPRTNMTAHINVPYVGVNRYDQYELHKPWTLVVMVVAPLTVKTGGSEQIKVYMNAAPTYVHVAGEL..., which amino acid positions are active epitope sites? (8) Given the antigen sequence: MPIDRKTLCHLLSVLPLALLGSHVARASTPGIVIPPQEQITQHGGPYGRCANKTRALTVAELRGSGDLQEYLRHVTRGWSIFALYDGTYLGGEYGGVIKDGTPGGAFDLKTTFCIMTTRNTGQPATDHYYSNVTATRLLSSTNSRLCAVFVRSGQPVIGACTSPYDGKYWSMYSRLRKMLYLIYVAGISVRVHVSKEEQYYDYEDATFETYALTGISICNPGSSLC, which amino acid positions are active epitope sites? The epitope positions are: [190, 191, 192, 193, 194, 195, 196, 197, 198, 199, 200, 201, 202, 203, 204, 205, 206, 207, 208]. The amino acids at these positions are: RVHVSKEEQYYDYEDATFE. (9) Given the antigen sequence: MDTPPMQRSTPQRAGSPDTLELMDLLDAAAAAAEHRARVVTSSQPDDLLFGENGVMVGREHEIVSIPSVSGLQPEPRTEDVGEELTQDDYVCEDGQDLMGSPVIPLAEVFHTRFSEAGAREPTGADRSLETVSLGTKLARSPKPPMNDGETGRGTTPPFPQAFSPVSPASPVGDAAGNDQREDQRSIPRQTTRGNSPGLPSVVHRDRQTQSISGKKPGDEQAGHAHASGDGVVLQKTQRPAQGKSPKKKTLKVKVPLPARKPGGPVPGPVEQLYHVLSDSVPAKGAKADLPFETDDTRPRKHDARGITPRVPGRSSGGKPRAFLALPGRSHAPDPIEDDSPVEKKPKSREFVSSSSSSSSWGSSSEDEDDEPRRVSVGSETTGSRSGREHAPSPSNSDDSDSNDGGSTKQNIQPGYRSISGPDPRIRKTKRLAGEPGRQRQKSFSLPRSRTPIIPPVSGPLMMPDGSPWPGSAPLPSNRVRFGPSGETREGHWEDEAVRA..., which amino acid positions are active epitope sites? The epitope positions are: [413, 414, 415, 416, 417, 418, 419, 420, 421, 422, 423, 424, 425, 426, 427, 428]. The amino acids at these positions are: PGYRSISGPDPRIRKT. (10) Given the antigen sequence: MEKIVLLLAIVSLVKSDQICIGYHANNSTEQVDTIMEKNVTVTHAQDILEKTHNGKLCDLDGVKPLILRDCSVAGWLLGNPMCDEFINVPEWSYIVEKANPANDLCYPGNFNDYEELKHLLSRINHFEKIQIIPKSSWSDHEASSGVSSACPYQGTPSFFRNVVWLIKKNNTYPTIKRSYNNTNQEDLLILWGIHHSNDAAEQTKLYQNPTTYISVGTSTLNQRLVPKIATRSKVNGQSGRMDFFWTILKPNDAINFESNGNFIAPEYAYKIVKKGDSAIVKSEVEYGNCNTKCQTPIGAINSSMPFHNIHPLTIGECPKYVKSNKLVLATGLRNSPLRERRRKRGLFGAIAGFIEGGWQGMVDGWYGYHHSNEQGSGYAADKESTQKAIDGVTNKVNSIIDKMNTQFEAVGREFNNLERRIENLNKKMEDGFLDVWTYNAELLVLMENERTLDFHDSNVKNLYDKVRLQLRDNAKELGNGCFEFYHKCDNECMESVRNG..., which amino acid positions are active epitope sites? The epitope positions are: [131, 132, 133, 134, 135, 136, 137, 138]. The amino acids at these positions are: IIPKSSWS.